Task: Regression. Given a peptide amino acid sequence and an MHC pseudo amino acid sequence, predict their binding affinity value. This is MHC class I binding data.. Dataset: Peptide-MHC class I binding affinity with 185,985 pairs from IEDB/IMGT The peptide sequence is WPNNCGWKIY. The MHC is HLA-B53:01 with pseudo-sequence HLA-B53:01. The binding affinity (normalized) is 0.203.